This data is from Catalyst prediction with 721,799 reactions and 888 catalyst types from USPTO. The task is: Predict which catalyst facilitates the given reaction. (1) Reactant: [Br:1]Br.C([O-])(=O)C.[Na+].[F:8][C:9]1[CH:18]=[C:17]([C:19]2[CH:20]=[N:21][C:22]3[N:23]([CH:25]=[CH:26][N:27]=3)[CH:24]=2)[CH:16]=[CH:15][C:10]=1[C:11]([NH:13][CH3:14])=[O:12]. Product: [Br:1][C:25]1[N:23]2[CH:24]=[C:19]([C:17]3[CH:16]=[CH:15][C:10]([C:11]([NH:13][CH3:14])=[O:12])=[C:9]([F:8])[CH:18]=3)[CH:20]=[N:21][C:22]2=[N:27][CH:26]=1. The catalyst class is: 15. (2) Reactant: [CH3:1][O:2][C:3]1[CH:4]=[C:5]([CH:9]=[CH:10][C:11]=1[N+:12]([O-:14])=[O:13])[C:6](O)=[O:7].C1C=CC2N(O)N=[N:21][C:19]=2C=1.Cl.CN.O. Product: [CH3:1][O:2][C:3]1[CH:4]=[C:5]([CH:9]=[CH:10][C:11]=1[N+:12]([O-:14])=[O:13])[C:6]([NH:21][CH3:19])=[O:7]. The catalyst class is: 3.